This data is from Peptide-MHC class II binding affinity with 134,281 pairs from IEDB. The task is: Regression. Given a peptide amino acid sequence and an MHC pseudo amino acid sequence, predict their binding affinity value. This is MHC class II binding data. (1) The peptide sequence is YAFVGVMYNLWKMKTK. The MHC is HLA-DQA10103-DQB10603 with pseudo-sequence HLA-DQA10103-DQB10603. The binding affinity (normalized) is 0. (2) The peptide sequence is KNPVVDGNPTVDIEE. The MHC is DRB1_0801 with pseudo-sequence DRB1_0801. The binding affinity (normalized) is 0.